Dataset: Full USPTO retrosynthesis dataset with 1.9M reactions from patents (1976-2016). Task: Predict the reactants needed to synthesize the given product. (1) Given the product [N:1]1([C:12]2[CH:17]=[CH:16][C:15]([C:18]([N:20]3[CH2:21][CH2:22][N:23]([C:26]([O:28][C:29]([CH3:30])([CH3:32])[CH3:31])=[O:27])[CH2:24][CH2:25]3)=[O:19])=[CH:14][CH:13]=2)[C:10]2[C:5](=[CH:6][CH:7]=[CH:8][CH:9]=2)[CH2:4][CH2:3][CH2:2]1, predict the reactants needed to synthesize it. The reactants are: [NH:1]1[C:10]2[C:5](=[CH:6][CH:7]=[CH:8][CH:9]=2)[CH2:4][CH2:3][CH2:2]1.Br[C:12]1[CH:17]=[CH:16][C:15]([C:18]([N:20]2[CH2:25][CH2:24][N:23]([C:26]([O:28][C:29]([CH3:32])([CH3:31])[CH3:30])=[O:27])[CH2:22][CH2:21]2)=[O:19])=[CH:14][CH:13]=1.CC([O-])(C)C.[K+]. (2) The reactants are: Cl[C:2]1[CH:7]=[C:6]([C:8]2[CH:13]=[CH:12][CH:11]=[CH:10][CH:9]=2)[N:5]=[C:4]([NH:14][C:15](=[O:29])[CH2:16][CH2:17][C:18]([C:20]2[CH:21]=[CH:22][C:23]3[O:27][CH2:26][CH2:25][C:24]=3[CH:28]=2)=[O:19])[CH:3]=1.C1(C2C=CC=CC=2)C=CC=CC=1P(C1CCCCC1)C1CCCCC1.C(=O)([O-])[O-].[K+].[K+].[C:61]([C:64]1[CH:65]=[C:66](B(O)O)[CH:67]=[CH:68][CH:69]=1)(=[O:63])[CH3:62]. Given the product [C:61]([C:64]1[CH:69]=[C:68]([C:2]2[CH:7]=[C:6]([C:8]3[CH:13]=[CH:12][CH:11]=[CH:10][CH:9]=3)[N:5]=[C:4]([NH:14][C:15](=[O:29])[CH2:16][CH2:17][C:18]([C:20]3[CH:21]=[CH:22][C:23]4[O:27][CH2:26][CH2:25][C:24]=4[CH:28]=3)=[O:19])[CH:3]=2)[CH:67]=[CH:66][CH:65]=1)(=[O:63])[CH3:62], predict the reactants needed to synthesize it. (3) Given the product [Cl:1][C:2]1[CH:7]=[C:6]([Cl:8])[CH:5]=[CH:4][C:3]=1[C@@H:9]1[CH2:14][C@H:13]([C:15]2[O:19][NH:18][C:17](=[O:20])[CH:16]=2)[CH2:12][CH2:11][NH:10]1, predict the reactants needed to synthesize it. The reactants are: [Cl:1][C:2]1[CH:7]=[C:6]([Cl:8])[CH:5]=[CH:4][C:3]=1[C@@H:9]1[CH2:14][C@H:13]([C:15]2[O:19][NH:18][C:17](=[O:20])[CH:16]=2)[CH2:12][CH2:11][N:10]1C(OC)=O.Br. (4) Given the product [C:40]([C:42]1[CH:47]=[CH:46][C:45]([C:2]2[CH:3]=[C:4]([CH:8]([NH:14][C:15]([C@@H:17]3[CH2:22][CH2:21][CH2:20][N:19]([C:23](=[O:39])[CH2:24][CH2:25][CH:26]4[CH2:31][CH2:30][N:29]([C:32]([O:34][C:35]([CH3:37])([CH3:38])[CH3:36])=[O:33])[CH2:28][CH2:27]4)[CH2:18]3)=[O:16])[CH2:9][C:10]([O:12][CH3:13])=[O:11])[CH:5]=[N:6][CH:7]=2)=[CH:44][C:43]=1[F:51])#[N:41], predict the reactants needed to synthesize it. The reactants are: Br[C:2]1[CH:3]=[C:4]([CH:8]([NH:14][C:15]([C@@H:17]2[CH2:22][CH2:21][CH2:20][N:19]([C:23](=[O:39])[CH2:24][CH2:25][CH:26]3[CH2:31][CH2:30][N:29]([C:32]([O:34][C:35]([CH3:38])([CH3:37])[CH3:36])=[O:33])[CH2:28][CH2:27]3)[CH2:18]2)=[O:16])[CH2:9][C:10]([O:12][CH3:13])=[O:11])[CH:5]=[N:6][CH:7]=1.[C:40]([C:42]1[CH:47]=[CH:46][C:45](B(O)O)=[CH:44][C:43]=1[F:51])#[N:41].[F-].[K+]. (5) Given the product [CH2:25]([N:24]([CH2:17][C:18]1[CH:23]=[CH:22][CH:21]=[CH:20][CH:19]=1)[CH:2]1[CH2:7][CH2:6][CH:5]([C:8]([O:10][CH2:11][CH3:12])=[O:9])[CH2:4][CH2:3]1)[C:26]1[CH:31]=[CH:30][CH:29]=[CH:28][CH:27]=1, predict the reactants needed to synthesize it. The reactants are: O=[C:2]1[CH2:7][CH2:6][CH:5]([C:8]([O:10][CH2:11][CH3:12])=[O:9])[CH2:4][CH2:3]1.CC(O)=O.[CH2:17]([NH:24][CH2:25][C:26]1[CH:31]=[CH:30][CH:29]=[CH:28][CH:27]=1)[C:18]1[CH:23]=[CH:22][CH:21]=[CH:20][CH:19]=1.[BH-](OC(C)=O)(OC(C)=O)OC(C)=O.[Na+]. (6) Given the product [Cl:1][C:2]1[CH:28]=[CH:27][C:5]([O:6][CH2:7][C:8]([N:10]2[C:16]3[CH:17]=[CH:18][CH:19]=[CH:20][C:15]=3[CH2:14][N:13]3[C:21]([C:24]([NH:44][C:43]4[CH:42]=[CH:41][C:40]([C:45]5[CH:50]=[CH:49][CH:48]=[CH:47][C:46]=5[CH3:51])=[CH:39][C:38]=4[CH3:37])=[O:25])=[CH:22][CH:23]=[C:12]3[CH2:11]2)=[O:9])=[CH:4][CH:3]=1, predict the reactants needed to synthesize it. The reactants are: [Cl:1][C:2]1[CH:28]=[CH:27][C:5]([O:6][CH2:7][C:8]([N:10]2[C:16]3[CH:17]=[CH:18][CH:19]=[CH:20][C:15]=3[CH2:14][N:13]3[C:21]([C:24](Cl)=[O:25])=[CH:22][CH:23]=[C:12]3[CH2:11]2)=[O:9])=[CH:4][CH:3]=1.C(N(CC)CC)C.Cl.[CH3:37][C:38]1[C:43]([NH2:44])=[CH:42][CH:41]=[C:40]([C:45]2[CH:50]=[CH:49][CH:48]=[CH:47][C:46]=2[CH3:51])[CH:39]=1. (7) Given the product [Cl:22][C:14]1[CH:13]=[C:12]([CH:4]([CH2:5][CH:6]2[CH2:11][CH2:10][O:9][CH2:8][CH2:7]2)[C:3]([OH:23])=[O:2])[CH:17]=[CH:16][C:15]=1[S:18]([CH3:21])(=[O:19])=[O:20], predict the reactants needed to synthesize it. The reactants are: C[O:2][C:3](=[O:23])[CH:4]([C:12]1[CH:17]=[CH:16][C:15]([S:18]([CH3:21])(=[O:20])=[O:19])=[C:14]([Cl:22])[CH:13]=1)[CH2:5][CH:6]1[CH2:11][CH2:10][O:9][CH2:8][CH2:7]1.[OH-].[K+].